From a dataset of Catalyst prediction with 721,799 reactions and 888 catalyst types from USPTO. Predict which catalyst facilitates the given reaction. (1) Product: [C:16]1([N:14]2[CH:15]=[C:11]([C:9]([NH:8][CH2:7][CH2:6][C:5]([OH:26])=[O:4])=[O:10])[C:12]([C:22]([F:24])([F:25])[F:23])=[N:13]2)[CH:17]=[CH:18][CH:19]=[CH:20][CH:21]=1. Reactant: [OH-].[Na+].C[O:4][C:5](=[O:26])[CH2:6][CH2:7][NH:8][C:9]([C:11]1[C:12]([C:22]([F:25])([F:24])[F:23])=[N:13][N:14]([C:16]2[CH:21]=[CH:20][CH:19]=[CH:18][CH:17]=2)[CH:15]=1)=[O:10]. The catalyst class is: 87. (2) Reactant: [C:1]([C:4]1[CH:17]=[C:16]2[C:7]([CH:8]3[CH:13]([CH:14]([C:18]4[CH:23]=[CH:22][C:21]([O:24][CH3:25])=[CH:20][CH:19]=4)[CH2:15]2)[CH2:12][CH2:11][CH2:10][CH2:9]3)=[CH:6][C:5]=1[O:26][CH3:27])([CH3:3])=[CH2:2]. Product: [CH:1]([C:4]1[CH:17]=[C:16]2[C:7]([CH:8]3[CH:13]([CH:14]([C:18]4[CH:19]=[CH:20][C:21]([O:24][CH3:25])=[CH:22][CH:23]=4)[CH2:15]2)[CH2:12][CH2:11][CH2:10][CH2:9]3)=[CH:6][C:5]=1[O:26][CH3:27])([CH3:3])[CH3:2]. The catalyst class is: 386.